This data is from Full USPTO retrosynthesis dataset with 1.9M reactions from patents (1976-2016). The task is: Predict the reactants needed to synthesize the given product. (1) The reactants are: [F:1][C:2]1[CH:3]=[C:4]([NH:10]C(=O)OC(C)(C)C)[CH:5]=[C:6]([CH3:9])[C:7]=1[F:8].Cl. Given the product [F:1][C:2]1[CH:3]=[C:4]([CH:5]=[C:6]([CH3:9])[C:7]=1[F:8])[NH2:10], predict the reactants needed to synthesize it. (2) Given the product [F:9][C:6]1[C:5]([C@@H:10]2[C@@H:14]([C:15]3[CH:20]=[CH:19][CH:18]=[C:17]([F:21])[CH:16]=3)[O:13][C:12](=[O:22])[NH:11]2)=[CH:4][C:3]([C:1]#[C:2][C:24]2[CH:29]=[CH:28][N:27]=[C:26]([F:30])[CH:25]=2)=[CH:8][N:7]=1, predict the reactants needed to synthesize it. The reactants are: [C:1]([C:3]1[CH:4]=[C:5]([C@@H:10]2[C@@H:14]([C:15]3[CH:20]=[CH:19][CH:18]=[C:17]([F:21])[CH:16]=3)[O:13][C:12](=[O:22])[NH:11]2)[C:6]([F:9])=[N:7][CH:8]=1)#[CH:2].Br[C:24]1[CH:29]=[CH:28][N:27]=[C:26]([F:30])[CH:25]=1.C1(P(C2C=CC=CC=2)C2C=CC=CC=2)C=CC=CC=1.CO. (3) Given the product [CH2:1]([O:8][C:9]([C:11]1[O:12][C:13]([C:16]([OH:20])=[O:17])=[CH:14][CH:15]=1)=[O:10])[C:2]1[CH:7]=[CH:6][CH:5]=[CH:4][CH:3]=1, predict the reactants needed to synthesize it. The reactants are: [CH2:1]([O:8][C:9]([C:11]1[O:12][C:13]([CH:16]=[O:17])=[CH:14][CH:15]=1)=[O:10])[C:2]1[CH:7]=[CH:6][CH:5]=[CH:4][CH:3]=1.S(=O)(=O)([OH:20])N.Cl([O-])=O.[Na+].P([O-])(O)(O)=O.[K+].S([O-])([O-])(=O)=S.[Na+].[Na+]. (4) Given the product [NH2:1][C:2]1[N:3]=[CH:4][C:5]([C:18]2[CH:26]=[CH:25][C:21]([C:22]([N:30]3[CH2:31][CH2:32][CH2:33][N:27]([C:34]([O:36][C:37]([CH3:40])([CH3:39])[CH3:38])=[O:35])[CH2:28][CH2:29]3)=[O:23])=[CH:20][CH:19]=2)=[N:6][C:7]=1[C:8]1[NH:12][C:11]2[CH:13]=[C:14]([CH3:17])[CH:15]=[CH:16][C:10]=2[N:9]=1, predict the reactants needed to synthesize it. The reactants are: [NH2:1][C:2]1[N:3]=[CH:4][C:5]([C:18]2[CH:26]=[CH:25][C:21]([C:22](O)=[O:23])=[CH:20][CH:19]=2)=[N:6][C:7]=1[C:8]1[NH:12][C:11]2[CH:13]=[C:14]([CH3:17])[CH:15]=[CH:16][C:10]=2[N:9]=1.[N:27]1([C:34]([O:36][C:37]([CH3:40])([CH3:39])[CH3:38])=[O:35])[CH2:33][CH2:32][CH2:31][NH:30][CH2:29][CH2:28]1.C(OP(C#N)(=O)OCC)C.CCN(C(C)C)C(C)C. (5) Given the product [CH2:2]([NH:3][C:2]1[CH:11]=[CH:10][C:9]2[C:4](=[C:5]([NH2:16])[N:6]=[C:7]3[CH:15]=[CH:14][CH:13]=[CH:12][C:8]3=2)[N:3]=1)[CH2:11][CH2:10][CH3:9], predict the reactants needed to synthesize it. The reactants are: Cl[C:2]1[CH:11]=[CH:10][C:9]2[C:4](=[C:5]([NH2:16])[N:6]=[C:7]3[CH:15]=[CH:14][CH:13]=[CH:12][C:8]3=2)[N:3]=1. (6) Given the product [Cl:1][C:2]1[CH:21]=[CH:20][C:19]([NH:22][CH2:23][CH2:24][NH:26][CH2:27][CH2:28][CH2:29][N:30]2[CH:34]=[CH:33][N:32]=[CH:31]2)=[CH:18][C:3]=1[C:4]([NH:6][CH2:7][C:8]12[CH2:15][CH:14]3[CH2:16][CH:10]([CH2:11][CH:12]([CH2:13]3)[CH2:17]1)[CH2:9]2)=[O:5], predict the reactants needed to synthesize it. The reactants are: [Cl:1][C:2]1[CH:21]=[CH:20][C:19]([NH:22][CH2:23][CH2:24]Cl)=[CH:18][C:3]=1[C:4]([NH:6][CH2:7][C:8]12[CH2:17][CH:12]3[CH2:13][CH:14]([CH2:16][CH:10]([CH2:11]3)[CH2:9]1)[CH2:15]2)=[O:5].[NH2:26][CH2:27][CH2:28][CH2:29][N:30]1[CH:34]=[CH:33][N:32]=[CH:31]1.[I-].[Na+].C(=O)([O-])O.[Na+]. (7) The reactants are: [F:1][C:2]1[CH:23]=[CH:22][C:5]([CH2:6][N:7]2[C:11]3=[CH:12][N:13]=[C:14]([C:16](OC)=[O:17])[CH:15]=[C:10]3[C:9]([CH:20]=O)=[CH:8]2)=[CH:4][CH:3]=1.[CH3:24][CH:25]1[NH:30][CH2:29][CH2:28][NH:27][C:26]1=[O:31].C(O[BH-](OC(=O)C)OC(=O)C)(=O)C.[Na+].[Li+].[OH-].Cl.[CH3:49][NH:50][OH:51].CN(C(ON1N=NC2C=CC=NC1=2)=[N+](C)C)C.F[P-](F)(F)(F)(F)F.C(N(CC)CC)C. Given the product [F:1][C:2]1[CH:3]=[CH:4][C:5]([CH2:6][N:7]2[C:11]3=[CH:12][N:13]=[C:14]([C:16]([N:50]([OH:51])[CH3:49])=[O:17])[CH:15]=[C:10]3[C:9]([CH2:20][N:30]3[CH2:29][CH2:28][NH:27][C:26](=[O:31])[CH:25]3[CH3:24])=[CH:8]2)=[CH:22][CH:23]=1, predict the reactants needed to synthesize it.